Task: Predict the reactants needed to synthesize the given product.. Dataset: Full USPTO retrosynthesis dataset with 1.9M reactions from patents (1976-2016) (1) Given the product [OH:50][CH2:51][CH2:52][NH:53][C:5](=[O:11])[O:6][CH2:7][C:21]([F:49])([F:20])[CH2:22][N:23]1[C:27]([C:28]2[CH:29]=[CH:30][C:31]([F:34])=[CH:32][CH:33]=2)=[C:26]([C:35]2[CH:36]=[CH:37][C:38]3[O:43][CH2:42][C:41](=[O:44])[NH:40][C:39]=3[CH:45]=2)[C:25]([CH3:46])=[N:24]1, predict the reactants needed to synthesize it. The reactants are: ClC(Cl)(O[C:5](=[O:11])[O:6][C:7](Cl)(Cl)Cl)Cl.C(N(CC)CC)C.[F:20][C:21]([F:49])(CO)[CH2:22][N:23]1[C:27]([C:28]2[CH:33]=[CH:32][C:31]([F:34])=[CH:30][CH:29]=2)=[C:26]([C:35]2[CH:36]=[CH:37][C:38]3[O:43][CH2:42][C:41](=[O:44])[NH:40][C:39]=3[CH:45]=2)[C:25]([CH3:46])=[N:24]1.[OH:50][CH2:51][CH2:52][NH2:53]. (2) Given the product [Cl:1][C:2]1[C:7]([C:8]2[CH:13]=[CH:12][CH:11]=[C:10]([CH2:14][N:54]3[CH2:55][CH2:56][N:51]([CH3:50])[CH2:52][CH2:53]3)[CH:9]=2)=[CH:6][C:5]([CH2:16][NH:17][C:18]([C:20]2[CH:25]=[CH:24][CH:23]=[C:22]([C:26]([NH:28][CH2:29][C:30]3[C:31]([NH:43][CH:44]4[CH2:45][CH2:46][O:47][CH2:48][CH2:49]4)=[C:32]4[CH:40]=[N:39][N:38]([CH2:41][CH3:42])[C:33]4=[N:34][C:35]=3[CH2:36][CH3:37])=[O:27])[N:21]=2)=[O:19])=[CH:4][CH:3]=1, predict the reactants needed to synthesize it. The reactants are: [Cl:1][C:2]1[C:7]([C:8]2[CH:13]=[CH:12][CH:11]=[C:10]([CH:14]=O)[CH:9]=2)=[CH:6][C:5]([CH2:16][NH:17][C:18]([C:20]2[CH:25]=[CH:24][CH:23]=[C:22]([C:26]([NH:28][CH2:29][C:30]3[C:31]([NH:43][CH:44]4[CH2:49][CH2:48][O:47][CH2:46][CH2:45]4)=[C:32]4[CH:40]=[N:39][N:38]([CH2:41][CH3:42])[C:33]4=[N:34][C:35]=3[CH2:36][CH3:37])=[O:27])[N:21]=2)=[O:19])=[CH:4][CH:3]=1.[CH3:50][N:51]1[CH2:56][CH2:55][NH:54][CH2:53][CH2:52]1.C(O[BH-](OC(=O)C)OC(=O)C)(=O)C.[Na+].C(O)(=O)C. (3) Given the product [F:21][C:18]([F:19])([F:20])[CH2:17][O:16][C:5]1[CH:6]=[CH:7][C:8]([O:10][CH2:11][C:12]([F:13])([F:14])[F:15])=[CH:9][C:4]=1[C:2](=[O:3])[CH:1]=[CH:30][C:22]1[CH:27]=[CH:26][CH:25]=[C:24]([CH3:28])[CH:23]=1, predict the reactants needed to synthesize it. The reactants are: [CH3:1][C:2]([C:4]1[CH:9]=[C:8]([O:10][CH2:11][C:12]([F:15])([F:14])[F:13])[CH:7]=[CH:6][C:5]=1[O:16][CH2:17][C:18]([F:21])([F:20])[F:19])=[O:3].[C:22]1([CH3:30])[CH:27]=[CH:26][CH:25]=[C:24]([CH:28]=O)[CH:23]=1. (4) Given the product [N+:1]([C:4]1[CH:5]=[CH:6][CH:7]=[C:8]2[C:13]=1[N:12]=[CH:11][CH:10]=[C:9]2[C:14]1[C:22]2[C:17](=[CH:18][CH:19]=[C:20]([CH3:23])[CH:21]=2)[N:16]([CH2:24][C:25]([OH:27])=[O:26])[C:15]=1[CH3:30])([O-:3])=[O:2], predict the reactants needed to synthesize it. The reactants are: [N+:1]([C:4]1[CH:5]=[CH:6][CH:7]=[C:8]2[C:13]=1[N:12]=[CH:11][CH:10]=[C:9]2[C:14]1[C:22]2[C:17](=[CH:18][CH:19]=[C:20]([CH3:23])[CH:21]=2)[N:16]([CH2:24][C:25]([O:27]CC)=[O:26])[C:15]=1[CH3:30])([O-:3])=[O:2].[OH-].[Na+]. (5) Given the product [Br:19][C:6]1[CH:5]=[C:4]([C:11]([F:14])([F:13])[F:12])[N+:3]([O-:15])=[C:2]([CH3:1])[CH:7]=1, predict the reactants needed to synthesize it. The reactants are: [CH3:1][C:2]1[CH:7]=[C:6]([N+]([O-])=O)[CH:5]=[C:4]([C:11]([F:14])([F:13])[F:12])[N+:3]=1[O-:15].CC([Br:19])=O. (6) Given the product [C:1]([O:5][C:6]([N:8]1[CH:9]([CH:21]([OH:36])[C:22]2[CH:27]=[CH:26][CH:25]=[CH:24][CH:23]=2)[CH2:10][C:11](=[O:12])[CH2:16][CH:17]1[CH2:18][CH3:19])=[O:7])([CH3:4])([CH3:3])[CH3:2], predict the reactants needed to synthesize it. The reactants are: [C:1]([O:5][C:6]([N:8]1[CH:17]([CH:18]2C[CH2:19]2)[CH2:16][C:11]2(OCC[O:12]2)[CH2:10][CH:9]1[CH2:21][C:22]1[CH:27]=[CH:26][CH:25]=[CH:24][CH:23]=1)=[O:7])([CH3:4])([CH3:3])[CH3:2].O.C1(C)C=CC(S(O)(=O)=[O:36])=CC=1.C([O-])(O)=O.[Na+].